Dataset: Catalyst prediction with 721,799 reactions and 888 catalyst types from USPTO. Task: Predict which catalyst facilitates the given reaction. The catalyst class is: 336. Product: [CH2:1]([O:8][C:9]([N:11]1[CH2:16][CH2:15][N:14]([CH2:17][C:18]2[CH:23]=[CH:22][C:21]([C:29]3[CH:30]=[CH:31][N:26]=[CH:27][CH:28]=3)=[CH:20][CH:19]=2)[C:13](=[O:25])[CH2:12]1)=[O:10])[C:2]1[CH:7]=[CH:6][CH:5]=[CH:4][CH:3]=1. Reactant: [CH2:1]([O:8][C:9]([N:11]1[CH2:16][CH2:15][N:14]([CH2:17][C:18]2[CH:23]=[CH:22][C:21](Br)=[CH:20][CH:19]=2)[C:13](=[O:25])[CH2:12]1)=[O:10])[C:2]1[CH:7]=[CH:6][CH:5]=[CH:4][CH:3]=1.[N:26]1[CH:31]=[CH:30][C:29](OB(O)O)=[CH:28][CH:27]=1.C(=O)([O-])[O-].[Na+].[Na+].C1(C)C=CC=CC=1.